From a dataset of Full USPTO retrosynthesis dataset with 1.9M reactions from patents (1976-2016). Predict the reactants needed to synthesize the given product. Given the product [CH3:11][N:12]([CH3:13])[C:2]1[CH:10]=[CH:9][C:5]([C:6]([OH:8])=[O:7])=[CH:4][N:3]=1, predict the reactants needed to synthesize it. The reactants are: Cl[C:2]1[CH:10]=[CH:9][C:5]([C:6]([OH:8])=[O:7])=[CH:4][N:3]=1.[CH3:11][NH:12][CH3:13].